This data is from Full USPTO retrosynthesis dataset with 1.9M reactions from patents (1976-2016). The task is: Predict the reactants needed to synthesize the given product. (1) Given the product [C:1]12([C:11]3[CH:12]=[C:13]4[C:14]([C@:15]5([CH3:22])[C:19]([CH3:21])([CH3:20])[C@H:18]4[CH2:17][CH2:16]5)=[N:27][N:26]=3)[CH2:10][CH:5]3[CH2:6][CH:7]([CH2:9][CH:3]([CH2:4]3)[CH2:2]1)[CH2:8]2, predict the reactants needed to synthesize it. The reactants are: [C:1]12([C:11](=O)/[CH:12]=[C:13]3/[C:14](=O)[C@:15]4([CH3:22])[C:19]([CH3:21])([CH3:20])[C@H:18]/3[CH2:17][CH2:16]4)[CH2:10][CH:5]3[CH2:6][CH:7]([CH2:9][CH:3]([CH2:4]3)[CH2:2]1)[CH2:8]2.O.[NH2:26][NH2:27].C1(C)C=CC(S(O)(=O)=O)=CC=1.C[O-].[Na+]. (2) Given the product [CH3:28][N:29]([CH2:30][C:31]1[CH:36]=[CH:35][N:34]=[CH:33][CH:32]=1)[C:25]([C:10]1[CH:9]=[C:8]([C:5]2[CH:4]=[CH:3][C:2]([CH3:1])=[CH:7][CH:6]=2)[CH:13]=[C:12]([C:14]([NH:15][CH2:16][C:17]2[CH:18]=[N:19][C:20]([CH3:23])=[CH:21][CH:22]=2)=[O:24])[CH:11]=1)=[O:26], predict the reactants needed to synthesize it. The reactants are: [CH3:1][C:2]1[CH:7]=[CH:6][C:5]([C:8]2[CH:13]=[C:12]([C:14](=[O:24])[NH:15][CH2:16][C:17]3[CH:18]=[N:19][C:20]([CH3:23])=[CH:21][CH:22]=3)[CH:11]=[C:10]([C:25](O)=[O:26])[CH:9]=2)=[CH:4][CH:3]=1.[CH3:28][NH:29][CH2:30][C:31]1[CH:36]=[CH:35][N:34]=[CH:33][CH:32]=1.F[P-](F)(F)(F)(F)F.C[N+](C)=C(N(C)C)ON1C2N=CC=CC=2N=N1.C(N(CC)C(C)C)(C)C.